From a dataset of Reaction yield outcomes from USPTO patents with 853,638 reactions. Predict the reaction yield, written as a fraction of the theoretical maximum amount of product (1.0 means a 100% yield; for example, 0.34 means a 34% yield). (1) The reactants are [CH2:1]([C:3]([C:25]1[CH:38]=[CH:37][C:28]([O:29][CH2:30][C@H:31]2[O:35][C:34](=[O:36])[CH2:33][CH2:32]2)=[C:27]([CH3:39])[CH:26]=1)([C:6]1[CH:11]=[CH:10][C:9]([C:12]#[C:13][C:14]([OH:23])([C:19]([F:22])([F:21])[F:20])[C:15]([F:18])([F:17])[F:16])=[C:8]([CH3:24])[CH:7]=1)[CH2:4][CH3:5])[CH3:2].C([OH:42])C. The catalyst is [OH-].[K+]. The product is [CH2:1]([C:3]([C:25]1[CH:38]=[CH:37][C:28]([O:29][CH2:30][C@@H:31]([OH:42])[CH2:32][CH2:33][C:34]([OH:35])=[O:36])=[C:27]([CH3:39])[CH:26]=1)([C:6]1[CH:11]=[CH:10][C:9]([C:12]#[C:13][C:14]([OH:23])([C:15]([F:18])([F:16])[F:17])[C:19]([F:20])([F:22])[F:21])=[C:8]([CH3:24])[CH:7]=1)[CH2:4][CH3:5])[CH3:2]. The yield is 0.520. (2) The reactants are [C:1]([O:5][C:6]([NH:8][CH2:9]/[CH:10]=[C:11](/[C:19]1[N:20]=[C:21]([N:29]2[CH2:34][CH2:33][O:32][CH2:31][CH2:30]2)[S:22][C:23]=1[C:24]([O:26][CH2:27][CH3:28])=[O:25])\[C:12]1[CH:17]=[CH:16][C:15]([Cl:18])=[CH:14][CH:13]=1)=[O:7])([CH3:4])([CH3:3])[CH3:2].[H][H]. The catalyst is C(O)C.[OH-].[Pd+2].[OH-]. The product is [C:1]([O:5][C:6]([NH:8][CH2:9][CH2:10][CH:11]([C:19]1[N:20]=[C:21]([N:29]2[CH2:30][CH2:31][O:32][CH2:33][CH2:34]2)[S:22][C:23]=1[C:24]([O:26][CH2:27][CH3:28])=[O:25])[C:12]1[CH:17]=[CH:16][C:15]([Cl:18])=[CH:14][CH:13]=1)=[O:7])([CH3:2])([CH3:3])[CH3:4]. The yield is 0.870.